This data is from Catalyst prediction with 721,799 reactions and 888 catalyst types from USPTO. The task is: Predict which catalyst facilitates the given reaction. Reactant: Br[C:2]1[CH:3]=[C:4]2[C:8](=[CH:9][C:10]=1[NH:11][C:12](=[O:15])[CH:13]=[CH2:14])[N:7]([C:16]([C:29]1[CH:34]=[CH:33][CH:32]=[CH:31][CH:30]=1)([C:23]1[CH:28]=[CH:27][CH:26]=[CH:25][CH:24]=1)[C:17]1[CH:22]=[CH:21][CH:20]=[CH:19][CH:18]=1)[N:6]=[C:5]2[C:35]1[CH:36]=[N:37][N:38]([CH3:40])[CH:39]=1.P(C(C)(C)C)(C(C)(C)C)C(C)(C)C.[H+].[B-](F)(F)(F)F.C1(C(N)C2CCCCC2)CCCCC1. Product: [CH3:40][N:38]1[CH:39]=[C:35]([C:5]2[C:4]3[CH:3]=[C:2]4[C:10](=[CH:9][C:8]=3[N:7]([C:16]([C:23]3[CH:24]=[CH:25][CH:26]=[CH:27][CH:28]=3)([C:17]3[CH:18]=[CH:19][CH:20]=[CH:21][CH:22]=3)[C:29]3[CH:30]=[CH:31][CH:32]=[CH:33][CH:34]=3)[N:6]=2)[NH:11][C:12](=[O:15])[CH:13]=[CH:14]4)[CH:36]=[N:37]1. The catalyst class is: 62.